This data is from Forward reaction prediction with 1.9M reactions from USPTO patents (1976-2016). The task is: Predict the product of the given reaction. (1) The product is: [CH2:31]([O:43][CH2:2][CH2:1][N:17]1[C:29]2[C:28]3[CH:27]=[CH:26][CH:25]=[CH:24][C:23]=3[N:22]=[CH:21][C:20]=2[N:19]=[CH:18]1)[CH2:32][CH2:33][CH2:34][CH2:35][CH2:36][CH2:37][CH2:38][CH2:39][CH2:40][CH2:41][CH3:42]. Given the reactants [CH2:1]([N:17]1[C:29]2[C:28]3[CH:27]=[CH:26][CH:25]=[CH:24][C:23]=3[N:22]=[C:21](N)[C:20]=2[N:19]=[CH:18]1)[CH2:2]CCCCCCCCCCCCCC.[CH2:31]([O:43]CCN)[CH2:32][CH2:33][CH2:34][CH2:35][CH2:36][CH2:37][CH2:38][CH2:39][CH2:40][CH2:41][CH3:42].ClC1C([N+]([O-])=O)=C(Cl)C2C(=CC=CC=2)N=1.C(OCC)(OCC)OCC, predict the reaction product. (2) Given the reactants [NH2:1][C:2]1[N:3]([CH3:21])[C:4](=[O:20])[C:5]([O:12][CH2:13][C:14]2[CH:19]=[CH:18][CH:17]=[CH:16][CH:15]=2)=[C:6]([C:8]([NH:10][CH3:11])=[O:9])[N:7]=1.CN(C=O)C.CC(C)([O-])C.[K+].[Cl:33][C:34]1[CH:39]=[CH:38][C:37]([CH2:40][S:41](Cl)(=[O:43])=[O:42])=[CH:36][CH:35]=1, predict the reaction product. The product is: [CH3:11][NH:10][C:8]([C:6]1[N:7]=[C:2]([NH:1][S:41]([CH2:40][C:37]2[CH:38]=[CH:39][C:34]([Cl:33])=[CH:35][CH:36]=2)(=[O:42])=[O:43])[N:3]([CH3:21])[C:4](=[O:20])[C:5]=1[O:12][CH2:13][C:14]1[CH:19]=[CH:18][CH:17]=[CH:16][CH:15]=1)=[O:9]. (3) Given the reactants [F:1][C:2]([F:16])([CH:5]([F:15])[C:6]1[CH:11]=[CH:10][CH:9]=[C:8]([N+:12]([O-:14])=[O:13])[CH:7]=1)[CH2:3][NH2:4].[C:17](O[C:17]([O:19][C:20]([CH3:23])([CH3:22])[CH3:21])=[O:18])([O:19][C:20]([CH3:23])([CH3:22])[CH3:21])=[O:18].O.C(OCC)(=O)C, predict the reaction product. The product is: [F:1][C:2]([F:16])([CH:5]([F:15])[C:6]1[CH:11]=[CH:10][CH:9]=[C:8]([N+:12]([O-:14])=[O:13])[CH:7]=1)[CH2:3][NH:4][C:17](=[O:18])[O:19][C:20]([CH3:23])([CH3:22])[CH3:21]. (4) Given the reactants I[C:2]1[CH:3]=[C:4]([NH2:28])[C:5]([NH:8][CH2:9]C2C=CC(OCC3C=NC(OC)=CC=3)=C(OC)C=2)=[CH:6][CH:7]=1.[N:29]#CBr.[OH-].[Na+], predict the reaction product. The product is: [NH:8]1[C:5]2[CH:6]=[CH:7][CH:2]=[CH:3][C:4]=2[N:28]=[C:9]1[NH2:29]. (5) The product is: [Cl:1][C:2]1[C:3]([C:10]2[CH:11]=[N:12][C:13]([C:18]([F:21])([F:19])[F:20])=[CH:14][C:15]=2[C:16]#[N:17])=[CH:4][C:5]([S:23]([Cl:22])(=[O:25])=[O:24])=[C:6]([O:8][CH3:9])[CH:7]=1. Given the reactants [Cl:1][C:2]1[CH:7]=[C:6]([O:8][CH3:9])[CH:5]=[CH:4][C:3]=1[C:10]1[C:15]([C:16]#[N:17])=[CH:14][C:13]([C:18]([F:21])([F:20])[F:19])=[N:12][CH:11]=1.[Cl:22][S:23](O)(=[O:25])=[O:24], predict the reaction product. (6) Given the reactants C(O)=O.[NH2:4][CH2:5][C:6]1[CH:11]=[CH:10][C:9]([CH2:12][N:13]2[C:21]3[C:16](=[C:17]([O:22][CH3:23])[CH:18]=[CH:19][CH:20]=3)[C:15]([NH:24][S:25]([C:28]3[S:29][C:30]([Cl:33])=[CH:31][CH:32]=3)(=[O:27])=[O:26])=[N:14]2)=[CH:8][CH:7]=1.[C:34](O)(=[O:36])[CH3:35].CCN(C(C)C)C(C)C.CN(C(ON1N=NC2C=CC=NC1=2)=[N+](C)C)C.F[P-](F)(F)(F)(F)F, predict the reaction product. The product is: [Cl:33][C:30]1[S:29][C:28]([S:25]([NH:24][C:15]2[C:16]3[C:21](=[CH:20][CH:19]=[CH:18][C:17]=3[O:22][CH3:23])[N:13]([CH2:12][C:9]3[CH:8]=[CH:7][C:6]([CH2:5][NH:4][C:34](=[O:36])[CH3:35])=[CH:11][CH:10]=3)[N:14]=2)(=[O:27])=[O:26])=[CH:32][CH:31]=1. (7) Given the reactants Cl[C:2]1[N:7]=[C:6]([CH3:8])[C:5]([CH2:9][C:10]([O:12][CH3:13])=[O:11])=[C:4]([C:14]2[CH:19]=[CH:18][CH:17]=[CH:16][CH:15]=2)[N:3]=1.[NH:20]1[CH2:25][CH2:24][CH2:23][CH2:22][CH2:21]1.[CH2:26]1COCC1, predict the reaction product. The product is: [CH3:8][C:6]1[C:5]([CH2:9][C:10]([O:12][CH3:13])=[O:11])=[C:4]([C:14]2[CH:19]=[CH:18][C:17]([CH3:26])=[CH:16][CH:15]=2)[N:3]=[C:2]([N:20]2[CH2:25][CH2:24][CH2:23][CH2:22][CH2:21]2)[N:7]=1. (8) Given the reactants [Cl:1][C:2]1[CH:7]=[CH:6][C:5]([CH:8]([C:26]2[CH:31]=[CH:30][C:29]([Cl:32])=[CH:28][CH:27]=2)[C:9]2[CH:10]=[C:11]3[C:16](=[CH:17][CH:18]=2)[N:15]=[CH:14][N:13]=[C:12]3[NH:19][CH:20]2[CH2:25][CH2:24][NH:23][CH2:22][CH2:21]2)=[CH:4][CH:3]=1.C(N(CC)CC)C.[N:40]1([S:45](Cl)(=[O:47])=[O:46])[CH2:44][CH2:43][CH2:42][CH2:41]1, predict the reaction product. The product is: [Cl:1][C:2]1[CH:7]=[CH:6][C:5]([CH:8]([C:26]2[CH:27]=[CH:28][C:29]([Cl:32])=[CH:30][CH:31]=2)[C:9]2[CH:10]=[C:11]3[C:16](=[CH:17][CH:18]=2)[N:15]=[CH:14][N:13]=[C:12]3[NH:19][CH:20]2[CH2:21][CH2:22][N:23]([S:45]([N:40]3[CH2:44][CH2:43][CH2:42][CH2:41]3)(=[O:47])=[O:46])[CH2:24][CH2:25]2)=[CH:4][CH:3]=1. (9) Given the reactants Cl.[CH3:2][O:3][C:4]1[CH:5]=[C:6]([CH:14]=[CH:15][CH:16]=1)[CH:7]=[C:8]1[CH2:13][CH2:12][NH:11][CH2:10][CH2:9]1.Br[CH2:18][CH2:19][O:20][C:21]1[CH:30]=[CH:29][CH:28]=[C:27]2[C:22]=1[CH:23]=[CH:24][C:25]([CH3:31])=[N:26]2, predict the reaction product. The product is: [CH3:31][C:25]1[CH:24]=[CH:23][C:22]2[C:27](=[CH:28][CH:29]=[CH:30][C:21]=2[O:20][CH2:19][CH2:18][N:11]2[CH2:12][CH2:13][C:8](=[CH:7][C:6]3[CH:5]=[C:4]([O:3][CH3:2])[CH:16]=[CH:15][CH:14]=3)[CH2:9][CH2:10]2)[N:26]=1. (10) Given the reactants [H-].[Al+3].[Li+].[H-].[H-].[H-].[NH:7]1[C:15]2[C:10](=[CH:11][CH:12]=[CH:13][CH:14]=2)[C:9]([CH2:16][CH2:17][NH:18][C:19]2[N:27]=[C:26]([C:28]3[CH:29]=[N:30][CH:31]=[C:32]([F:34])[CH:33]=3)[N:25]=[C:24]3[C:20]=2[N:21]=[CH:22][N:23]3[CH:35]([CH3:40])[C:36](OC)=[O:37])=[CH:8]1.O, predict the reaction product. The product is: [NH:7]1[C:15]2[C:10](=[CH:11][CH:12]=[CH:13][CH:14]=2)[C:9]([CH2:16][CH2:17][NH:18][C:19]2[N:27]=[C:26]([C:28]3[CH:29]=[N:30][CH:31]=[C:32]([F:34])[CH:33]=3)[N:25]=[C:24]3[C:20]=2[N:21]=[CH:22][N:23]3[CH:35]([CH3:40])[CH2:36][OH:37])=[CH:8]1.